Task: Predict the reaction yield, written as a fraction of the theoretical maximum amount of product (1.0 means a 100% yield; for example, 0.34 means a 34% yield).. Dataset: Reaction yield outcomes from USPTO patents with 853,638 reactions The reactants are Cl[C:2]1[CH:19]=[CH:18][C:5]2[C:6](=[O:17])[C:7]3[CH:14]=[CH:13][C:12]([O:15][CH3:16])=[CH:11][C:8]=3[CH2:9][CH2:10][C:4]=2[CH:3]=1.[F:20][C:21]1[CH:27]=[C:26]([F:28])[CH:25]=[CH:24][C:22]=1[NH2:23].P. The catalyst is C1(C)C=CC=CC=1.C(O)(C)(C)C.CC([O-])=O.CC([O-])=O.[Pd+2]. The product is [F:20][C:21]1[CH:27]=[C:26]([F:28])[CH:25]=[CH:24][C:22]=1[NH:23][C:2]1[CH:19]=[CH:18][C:5]2[C:6](=[O:17])[C:7]3[CH:14]=[CH:13][C:12]([O:15][CH3:16])=[CH:11][C:8]=3[CH2:9][CH2:10][C:4]=2[CH:3]=1. The yield is 0.660.